Predict the product of the given reaction. From a dataset of Forward reaction prediction with 1.9M reactions from USPTO patents (1976-2016). (1) Given the reactants C([NH:9][C:10]([NH:12][CH:13]1[CH2:20][CH2:19][CH2:18][CH2:17][CH2:16][CH2:15][CH2:14]1)=[S:11])(=O)C1C=CC=CC=1.C(=O)([O-])[O-].[K+].[K+].C1COCC1, predict the reaction product. The product is: [CH:13]1([NH:12][C:10]([NH2:9])=[S:11])[CH2:20][CH2:19][CH2:18][CH2:17][CH2:16][CH2:15][CH2:14]1. (2) Given the reactants [Br:1][C:2]1[CH:3]=[C:4]2[C:9](=[CH:10][C:11]=1[O:12][CH3:13])[CH:8]=[N+:7]([O-])[CH:6]=[CH:5]2.[CH2:15]1COCC1, predict the reaction product. The product is: [Br:1][C:2]1[CH:3]=[C:4]2[C:9](=[CH:10][C:11]=1[O:12][CH3:13])[C:8]([CH3:15])=[N:7][CH:6]=[CH:5]2. (3) Given the reactants [N+:1]([C:4]1[CH:5]=[C:6]2[C:10](=[CH:11][CH:12]=1)[NH:9][N:8]=[C:7]2[C:13]1[O:14][CH:15]=[CH:16][N:17]=1)([O-])=O, predict the reaction product. The product is: [O:14]1[CH:15]=[CH:16][N:17]=[C:13]1[C:7]1[C:6]2[C:10](=[CH:11][CH:12]=[C:4]([NH2:1])[CH:5]=2)[NH:9][N:8]=1. (4) The product is: [NH2:13][C:5]1[CH:4]=[C:3]([OH:2])[CH:8]=[C:7]([C:9]([F:10])([F:11])[F:12])[CH:6]=1. Given the reactants C[O:2][C:3]1[CH:4]=[C:5]([NH2:13])[CH:6]=[C:7]([C:9]([F:12])([F:11])[F:10])[CH:8]=1.Br.C(O)(=O)C, predict the reaction product. (5) Given the reactants C([SiH2][O:6][C:7](C1C=CC=CC=1)(C1C=CC=CC=1)[C:8]1[NH:9][C:10]2[CH:11]=[C:12]([NH:22][C:23](=[O:25])[CH3:24])[CH:13]=[C:14]3[C:20](=[O:21])[NH:19][N:18]=[CH:17][C:16]=1[C:15]=23)(C)(C)C.[F-].C([N+](CCCC)(CCCC)CCCC)CCC, predict the reaction product. The product is: [OH:6][CH2:7][C:8]1[NH:9][C:10]2[CH:11]=[C:12]([NH:22][C:23](=[O:25])[CH3:24])[CH:13]=[C:14]3[C:20](=[O:21])[NH:19][N:18]=[CH:17][C:16]=1[C:15]=23.